From a dataset of Full USPTO retrosynthesis dataset with 1.9M reactions from patents (1976-2016). Predict the reactants needed to synthesize the given product. (1) Given the product [NH2:1][C:4]1[CH:5]=[C:6]2[C:11](=[CH:12][CH:13]=1)[N:10]=[CH:9][N:8]=[C:7]2[NH:14][C:15]1[CH:20]=[CH:19][CH:18]=[CH:17][CH:16]=1, predict the reactants needed to synthesize it. The reactants are: [N+:1]([C:4]1[CH:5]=[C:6]2[C:11](=[CH:12][CH:13]=1)[N:10]=[CH:9][N:8]=[C:7]2[NH:14][C:15]1[CH:20]=[CH:19][CH:18]=[CH:17][CH:16]=1)([O-])=O.O.NN. (2) Given the product [CH2:1]([N:8]1[CH:34]=[C:32]([C:31]([O:37][CH2:36][CH3:38])=[O:30])[N:10]=[N:9]1)[C:2]1[CH:7]=[CH:6][CH:5]=[CH:4][CH:3]=1, predict the reactants needed to synthesize it. The reactants are: [CH2:1]([N:8]=[N+:9]=[N-:10])[C:2]1[CH:7]=[CH:6][CH:5]=[CH:4][CH:3]=1.C1C=CC(C2C=CC(NC3C=CC=CC=3)=CC=2)=CC=1.[O:30]=[C:31]1[O:37][C@H:36]([C@H:38](CO)O)[C:34]([O-])=[C:32]1O.[Na+]. (3) Given the product [C:1]1([CH2:7][CH2:8][C:9]([N:11]2[CH2:12][CH2:13][CH:14]([CH2:17][N:18]3[C:26]4[C:21](=[CH:22][C:23]([C:27]5[CH:28]=[N:29][NH:30][C:31]=5[C:32]([F:33])([F:35])[F:34])=[CH:24][CH:25]=4)[CH:20]=[CH:19]3)[CH2:15][CH2:16]2)=[O:10])[CH:2]=[CH:3][CH:4]=[CH:5][CH:6]=1, predict the reactants needed to synthesize it. The reactants are: [C:1]1([CH2:7][CH2:8][C:9]([N:11]2[CH2:16][CH2:15][CH:14]([CH2:17][N:18]3[C:26]4[C:21](=[CH:22][C:23]([C:27]5[CH:28]=[N:29][N:30](C6CCCCO6)[C:31]=5[C:32]([F:35])([F:34])[F:33])=[CH:24][CH:25]=4)[CH:20]=[CH:19]3)[CH2:13][CH2:12]2)=[O:10])[CH:6]=[CH:5][CH:4]=[CH:3][CH:2]=1.CC1C=CC(S(O)(=O)=O)=CC=1.C(OCC)(=O)C.O. (4) The reactants are: [OH:1][N:2]=[C:3](Cl)[C:4]1[CH:9]=[N:8][CH:7]=[CH:6][N:5]=1.[C:11]([C:13]1[CH:14]=[C:15]([F:21])[C:16]([F:20])=[C:17]([F:19])[CH:18]=1)#[CH:12].N. Given the product [N:5]1[CH:6]=[CH:7][N:8]=[CH:9][C:4]=1[C:3]1[CH:12]=[C:11]([C:13]2[CH:14]=[C:15]([F:21])[C:16]([F:20])=[C:17]([F:19])[CH:18]=2)[O:1][N:2]=1, predict the reactants needed to synthesize it. (5) Given the product [CH3:20][C@H:21]1[CH2:25][CH2:24][CH2:23][N:22]1[CH2:9][CH2:10][CH2:18][O:19][N:17]1[CH2:16][CH2:15][N:11]2[C:12]3[CH:13]=[CH:14][CH:6]=[CH:7][C:8]=3[CH:9]=[C:10]2[C:18]1=[O:19], predict the reactants needed to synthesize it. The reactants are: ClCCCO[C:6]1[CH:14]=[CH:13][C:12]2[N:11]3[CH2:15][CH2:16][NH:17][C:18](=[O:19])[C:10]3=[CH:9][C:8]=2[CH:7]=1.[CH3:20][C@H:21]1[CH2:25][CH2:24][CH2:23][NH:22]1. (6) Given the product [Cl:13][C:12]1[C:2]([B:25]2[O:29][C:28]([CH3:31])([CH3:30])[C:27]([CH3:33])([CH3:32])[O:26]2)=[CH:3][C:4]2[O:8][C:7]([F:10])([F:9])[O:6][C:5]=2[CH:11]=1, predict the reactants needed to synthesize it. The reactants are: Br[C:2]1[C:12]([Cl:13])=[CH:11][C:5]2[O:6][C:7]([F:10])([F:9])[O:8][C:4]=2[CH:3]=1.[Cl-].[Li+].C([Mg+])(C)C.[Cl-].C(O[B:25]1[O:29][C:28]([CH3:31])([CH3:30])[C:27]([CH3:33])([CH3:32])[O:26]1)(C)C.[NH4+].[Cl-].[Na+].[Cl-]. (7) Given the product [NH2:1][C:4]1[CH:5]=[CH:6][C:7]([CH2:10][CH2:11][N:12]2[C:20]3[N:19]=[C:18]([CH2:21][C:22]4[S:23][CH:24]=[CH:25][CH:26]=4)[NH:17][C:16]=3[C:15](=[O:27])[N:14]([CH2:28][CH2:29][CH3:30])[C:13]2=[O:31])=[CH:8][CH:9]=1, predict the reactants needed to synthesize it. The reactants are: [N+:1]([C:4]1[CH:9]=[CH:8][C:7]([CH2:10][CH2:11][N:12]2[C:20]3[N:19]=[C:18]([CH2:21][C:22]4[S:23][CH:24]=[CH:25][CH:26]=4)[NH:17][C:16]=3[C:15](=[O:27])[N:14]([CH2:28][CH2:29][CH3:30])[C:13]2=[O:31])=[CH:6][CH:5]=1)([O-])=O.O.NN.[H][H]. (8) Given the product [Br:1][C:2]1[CH:7]=[C:6]([F:8])[CH:5]=[CH:4][C:3]=1[S:9]([NH:12][C:13]1[C:22]([C:23]([OH:25])=[O:24])=[C:21]2[C:16]([C:17]3[CH:30]=[CH:29][O:28][C:18]=3[C:19](=[O:27])[NH:20]2)=[CH:15][CH:14]=1)(=[O:11])=[O:10], predict the reactants needed to synthesize it. The reactants are: [Br:1][C:2]1[CH:7]=[C:6]([F:8])[CH:5]=[CH:4][C:3]=1[S:9]([NH:12][C:13]1[C:22]([C:23]([O:25]C)=[O:24])=[C:21]2[C:16]([C:17]3[CH:30]=[CH:29][O:28][C:18]=3[C:19](=[O:27])[NH:20]2)=[CH:15][CH:14]=1)(=[O:11])=[O:10].[I-].[Li+].